Dataset: Forward reaction prediction with 1.9M reactions from USPTO patents (1976-2016). Task: Predict the product of the given reaction. (1) Given the reactants [Cl:1][C:2]1[N:7]=[CH:6][C:5]([CH2:8][NH:9][C:10]2[CH2:14][O:13][C:12](=[O:15])[CH:11]=2)=[CH:4][CH:3]=1.[H-].[Na+].Br[CH2:19][CH:20]=[C:21]([Cl:23])[Cl:22].CO, predict the reaction product. The product is: [Cl:1][C:2]1[N:7]=[CH:6][C:5]([CH2:8][N:9]([CH2:19][CH:20]=[C:21]([Cl:23])[Cl:22])[C:10]2[CH2:14][O:13][C:12](=[O:15])[CH:11]=2)=[CH:4][CH:3]=1. (2) Given the reactants [CH2:1]([S:3]([N:6]1[CH2:11][CH2:10][CH:9]([C:12]#[N:13])[CH2:8][CH2:7]1)(=[O:5])=[O:4])[CH3:2].Br[CH2:15][CH:16]1[CH2:20][CH2:19][CH2:18][O:17]1, predict the reaction product. The product is: [CH2:1]([S:3]([N:6]1[CH2:7][CH2:8][C:9]([CH2:15][CH:16]2[CH2:20][CH2:19][CH2:18][O:17]2)([C:12]#[N:13])[CH2:10][CH2:11]1)(=[O:4])=[O:5])[CH3:2]. (3) The product is: [F:61][C:62]1[CH:63]=[CH:64][C:65]2[N:66]([CH:68]=[C:69]([C:71]([NH:1][C@H:2]3[CH2:7][CH2:6][C@@H:5]([N:8]4[C:13](=[O:14])[C:12]5[CH:15]=[C:16]([F:19])[CH:17]=[N:18][C:11]=5[N:10]([C:20]5[CH:21]=[C:22]([C:26]6[CH:31]=[CH:30][C:29]([O:32][CH2:33][CH2:34][OH:35])=[CH:28][CH:27]=6)[CH:23]=[CH:24][CH:25]=5)[C:9]4=[O:36])[CH2:4][CH2:3]3)=[O:72])[N:70]=2)[CH:67]=1. Given the reactants [NH2:1][C@@H:2]1[CH2:7][CH2:6][C@H:5]([N:8]2[C:13](=[O:14])[C:12]3[CH:15]=[C:16]([F:19])[CH:17]=[N:18][C:11]=3[N:10]([C:20]3[CH:21]=[C:22]([C:26]4[CH:31]=[CH:30][C:29]([O:32][CH2:33][CH2:34][OH:35])=[CH:28][CH:27]=4)[CH:23]=[CH:24][CH:25]=3)[C:9]2=[O:36])[CH2:4][CH2:3]1.F[P-](F)(F)(F)(F)F.N1(OC(N(C)C)=[N+](C)C)C2N=CC=CC=2N=N1.[F:61][C:62]1[CH:63]=[CH:64][C:65]2[N:66]([CH:68]=[C:69]([C:71](O)=[O:72])[N:70]=2)[CH:67]=1.C(N(C(C)C)C(C)C)C, predict the reaction product. (4) Given the reactants Br[C:2]1[CH:3]=[CH:4][C:5]([F:16])=[C:6]([C:8]2[S:9][CH:10]=[C:11]([C:13]([OH:15])=[O:14])[N:12]=2)[CH:7]=1.F[C:18]1C=C(C)C=CC=1C#N, predict the reaction product. The product is: [F:16][C:5]1[CH:4]=[C:3]([CH3:18])[CH:2]=[CH:7][C:6]=1[C:8]1[S:9][CH:10]=[C:11]([C:13]([OH:15])=[O:14])[N:12]=1. (5) Given the reactants [Cl:1][C:2]1[CH:10]=[C:9]2[C:5]([C:6](O)([C:12]3[CH:17]=[CH:16][C:15]([CH:18]([CH3:20])[CH3:19])=[CH:14][CH:13]=3)[C:7](=[O:11])[NH:8]2)=[CH:4][CH:3]=1.C([SiH](CC)CC)C.FC(F)(F)C(O)=O.C(=O)([O-])[O-].[Na+].[Na+], predict the reaction product. The product is: [Cl:1][C:2]1[CH:10]=[C:9]2[C:5]([CH:6]([C:12]3[CH:17]=[CH:16][C:15]([CH:18]([CH3:20])[CH3:19])=[CH:14][CH:13]=3)[C:7](=[O:11])[NH:8]2)=[CH:4][CH:3]=1.